Predict the reactants needed to synthesize the given product. From a dataset of Full USPTO retrosynthesis dataset with 1.9M reactions from patents (1976-2016). (1) Given the product [NH2:18][C:9]1[C:8]2[N:7]=[C:6]([CH2:19][CH2:20][O:21][CH3:22])[N:5]([CH2:4][CH2:3][CH2:2][NH:1][C:28]([NH:27][CH2:23][CH2:24][CH2:25][CH3:26])=[O:29])[C:17]=2[C:16]2[CH:15]=[CH:14][CH:13]=[CH:12][C:11]=2[N:10]=1, predict the reactants needed to synthesize it. The reactants are: [NH2:1][CH2:2][CH2:3][CH2:4][N:5]1[C:17]2[C:16]3[CH:15]=[CH:14][CH:13]=[CH:12][C:11]=3[N:10]=[C:9]([NH2:18])[C:8]=2[N:7]=[C:6]1[CH2:19][CH2:20][O:21][CH3:22].[CH2:23]([N:27]=[C:28]=[O:29])[CH2:24][CH2:25][CH3:26]. (2) Given the product [C:3]([O:1][O:2][C:3](=[O:7])[CH:4]([CH3:6])[CH3:5])(=[O:7])[CH:4]([CH3:6])[CH3:5], predict the reactants needed to synthesize it. The reactants are: [OH:1][OH:2].[C:3](Cl)(=[O:7])[CH:4]([CH3:6])[CH3:5]. (3) Given the product [Br:12][C:5]1[C:6]([CH3:11])=[C:7]([N+:8]([O-:10])=[O:9])[C:2]([CH:16]=[O:33])=[N:3][CH:4]=1.[Br:15][C:16]1[C:17]([CH3:26])=[C:18]([N+:23]([O-:25])=[O:24])[C:19]([CH:2]=[CH2:7])=[N:20][CH:21]=1, predict the reactants needed to synthesize it. The reactants are: N[C:2]1[C:7]([N+:8]([O-:10])=[O:9])=[C:6]([CH3:11])[C:5]([Br:12])=[CH:4][N:3]=1.II.[Br:15][C:16]1[C:17]([CH3:26])=[C:18]([N+:23]([O-:25])=[O:24])[C:19](I)=[N:20][CH:21]=1.I([O-])(=O)(=O)=O.[Na+].[OH2:33]. (4) The reactants are: [C:1]1([CH2:7][CH:8]([OH:11])[CH2:9][NH2:10])[CH:6]=[CH:5][CH:4]=[CH:3][CH:2]=1.[CH:12](=O)[CH:13]([CH3:15])[CH3:14]. Given the product [CH:13]([CH:15]1[NH:10][CH2:9][CH:8]([CH2:7][C:1]2[CH:6]=[CH:5][CH:4]=[CH:3][CH:2]=2)[O:11]1)([CH3:14])[CH3:12], predict the reactants needed to synthesize it.